From a dataset of Forward reaction prediction with 1.9M reactions from USPTO patents (1976-2016). Predict the product of the given reaction. (1) Given the reactants I[C:2]1[C:10]2[C:5](=[N:6][CH:7]=[N:8][C:9]=2[NH2:11])[N:4]([C@H:12]2[CH2:17][CH2:16][C@H:15]([N:18]3[CH2:23][CH2:22][N:21]([CH3:24])[CH2:20][CH2:19]3)[CH2:14][CH2:13]2)[N:3]=1.[Cl:25][C:26]1[CH:31]=[C:30](B2OC(C)(C)C(C)(C)O2)[CH:29]=[CH:28][C:27]=1[NH:41][C:42](=[O:48])[O:43][C:44]([CH3:47])([CH3:46])[CH3:45].C(=O)([O-])[O-].[Na+].[Na+], predict the reaction product. The product is: [NH2:11][C:9]1[N:8]=[CH:7][N:6]=[C:5]2[N:4]([C@H:12]3[CH2:17][CH2:16][C@H:15]([N:18]4[CH2:23][CH2:22][N:21]([CH3:24])[CH2:20][CH2:19]4)[CH2:14][CH2:13]3)[N:3]=[C:2]([C:30]3[CH:29]=[CH:28][C:27]([NH:41][C:42](=[O:48])[O:43][C:44]([CH3:45])([CH3:46])[CH3:47])=[C:26]([Cl:25])[CH:31]=3)[C:10]=12. (2) Given the reactants Br[C:2]1[C:3]([CH3:28])=[C:4]([N:8]([CH2:13][C:14]2[CH:26]=[CH:25][C:17](OCC(OCC)=O)=[C:16](C)[CH:15]=2)[CH2:9][CH2:10][CH2:11][CH3:12])[CH:5]=[CH:6][CH:7]=1.[CH3:29][C:30]1[CH:35]=[CH:34][C:33](B(O)O)=[CH:32][CH:31]=1.C(=O)([O-])[O-:40].[Na+].[Na+].C[O:46][CH2:47][CH2:48][O:49][CH3:50], predict the reaction product. The product is: [CH2:9]([N:8]([CH2:13][C:14]1[CH:15]=[CH:16][C:50]([O:49][CH2:48][C:47]([OH:40])=[O:46])=[C:25]([CH3:17])[CH:26]=1)[C:4]1[C:3]([CH3:28])=[C:2]([C:33]2[CH:34]=[CH:35][C:30]([CH3:29])=[CH:31][CH:32]=2)[CH:7]=[CH:6][CH:5]=1)[CH2:10][CH2:11][CH3:12]. (3) The product is: [C:37]([O:41][C:42](=[O:43])[NH:44][C@@H:45]([C:49]1[CH:50]=[CH:51][CH:52]=[CH:53][CH:54]=1)[C:46]([N:17]1[C@H:16]([C:14](=[O:15])[NH:13][C@H:6]2[C:7]3[C:12](=[CH:11][CH:10]=[CH:9][CH:8]=3)[O:3][CH2:4][CH2:5]2)[CH2:21][N:20]2[CH2:22][C@H:23]([O:25][CH2:26][CH3:27])[CH2:24][C@@H:19]2[CH2:18]1)=[O:47])([CH3:40])([CH3:38])[CH3:39]. Given the reactants Cl.Cl.[O:3]1[C:12]2[C:7](=[CH:8][CH:9]=[CH:10][CH:11]=2)[C@H:6]([NH:13][C:14]([C@@H:16]2[CH2:21][N:20]3[CH2:22][C@H:23]([O:25][CH2:26][CH3:27])[CH2:24][C@@H:19]3[CH2:18][NH:17]2)=[O:15])[CH2:5][CH2:4]1.C(N(CC)C(C)C)(C)C.[C:37]([O:41][C:42]([NH:44][C@@H:45]([C:49]1[CH:54]=[CH:53][CH:52]=[CH:51][CH:50]=1)[C:46](O)=[O:47])=[O:43])([CH3:40])([CH3:39])[CH3:38].F[P-](F)(F)(F)(F)F.N1(OC(N(C)C)=[N+](C)C)C2N=CC=CC=2N=N1, predict the reaction product. (4) Given the reactants [CH3:1][N:2]([CH3:18])[C:3]1[CH:8]=[CH:7][C:6]([CH:9]([OH:15])[CH2:10][CH2:11][CH2:12][CH:13]=[CH2:14])=[C:5]([CH:16]=[CH2:17])[CH:4]=1.N1C=CN=C1.[CH3:24][C:25]([Si:28](Cl)([CH3:30])[CH3:29])([CH3:27])[CH3:26], predict the reaction product. The product is: [Si:28]([O:15][CH:9]([C:6]1[CH:7]=[CH:8][C:3]([N:2]([CH3:1])[CH3:18])=[CH:4][C:5]=1[CH:16]=[CH2:17])[CH2:10][CH2:11][CH2:12][CH:13]=[CH2:14])([C:25]([CH3:27])([CH3:26])[CH3:24])([CH3:30])[CH3:29]. (5) The product is: [CH3:36][O:5][C:4](=[O:6])[C:3]1[CH:7]=[CH:8][C:9]([NH:11][C:12]([C:14]2[CH:23]=[C:22]3[C:17]([CH2:18][CH2:19][CH2:20][N:21]3[S:24]([C:27]3[CH:32]=[CH:31][C:30]([Cl:33])=[C:29]([Cl:34])[CH:28]=3)(=[O:26])=[O:25])=[CH:16][CH:15]=2)=[O:13])=[CH:10][C:2]=1[Cl:1]. Given the reactants [Cl:1][C:2]1[CH:10]=[C:9]([NH:11][C:12]([C:14]2[CH:23]=[C:22]3[C:17]([CH2:18][CH2:19][CH2:20][N:21]3[S:24]([C:27]3[CH:32]=[CH:31][C:30]([Cl:33])=[C:29]([Cl:34])[CH:28]=3)(=[O:26])=[O:25])=[CH:16][CH:15]=2)=[O:13])[CH:8]=[CH:7][C:3]=1[C:4]([OH:6])=[O:5].Cl[C:36]1C=C(S(Cl)(=O)=O)C=CC=1Cl, predict the reaction product. (6) Given the reactants [Cl:1][C:2]1[N:3]=[C:4](Cl)[C:5]2[C:10]([CH3:11])=[C:9]([CH3:12])[S:8][C:6]=2[N:7]=1.[CH2:14]1[N:19]([C:20]2[CH:25]=[CH:24][C:23]([NH2:26])=[CH:22][CH:21]=2)[CH2:18][CH2:17][O:16][CH2:15]1.NC1C=CC=CC=1, predict the reaction product. The product is: [Cl:1][C:2]1[N:3]=[C:4]([NH:26][C:23]2[CH:22]=[CH:21][C:20]([N:19]3[CH2:14][CH2:15][O:16][CH2:17][CH2:18]3)=[CH:25][CH:24]=2)[C:5]2[C:10]([CH3:11])=[C:9]([CH3:12])[S:8][C:6]=2[N:7]=1. (7) Given the reactants [CH2:1]([C:3]1[CH:12]=[CH:11][C:10]2[C:5](=[CH:6][CH:7]=[CH:8][CH:9]=2)[N:4]=1)[CH3:2].[OH:13][C:14]1[CH:21]=[CH:20][CH:19]=[CH:18][C:15]=1[CH:16]=O.[C:22](OC(=O)C)(=[O:24])[CH3:23], predict the reaction product. The product is: [C:22]([O:13][C:14]1[CH:21]=[CH:20][CH:19]=[CH:18][C:15]=1/[CH:16]=[C:1](/[C:3]1[CH:12]=[CH:11][C:10]2[C:5](=[CH:6][CH:7]=[CH:8][CH:9]=2)[N:4]=1)\[CH3:2])(=[O:24])[CH3:23]. (8) Given the reactants C(NC(C)C)(C)C.C([Li])CCC.[CH3:13][C:14]1[CH:19]=[CH:18][N:17]=[C:16]([S:20][CH3:21])[N:15]=1.[Cl:22][C:23]1[CH:34]=[C:33]([Cl:35])[CH:32]=[CH:31][C:24]=1[C:25](N(OC)C)=[O:26].[NH4+].[Cl-], predict the reaction product. The product is: [Cl:22][C:23]1[CH:34]=[C:33]([Cl:35])[CH:32]=[CH:31][C:24]=1[C:25](=[O:26])[CH2:13][C:14]1[CH:19]=[CH:18][N:17]=[C:16]([S:20][CH3:21])[N:15]=1. (9) Given the reactants [ClH:1].[N:2]12[CH2:9][CH2:8][CH:5]([CH2:6][CH2:7]1)[C@@H:4]([NH:10][C:11]([C:13]1[O:14][C:15]3[C:21]([O:22][CH3:23])=[CH:20][C:19]([N+:24]([O-])=O)=[CH:18][C:16]=3[CH:17]=1)=[O:12])[CH2:3]2.[OH-].[Na+].C([O-])=O.[NH4+], predict the reaction product. The product is: [ClH:1].[ClH:1].[NH2:24][C:19]1[CH:20]=[C:21]([O:22][CH3:23])[C:15]2[O:14][C:13]([C:11]([NH:10][C@@H:4]3[CH:5]4[CH2:6][CH2:7][N:2]([CH2:9][CH2:8]4)[CH2:3]3)=[O:12])=[CH:17][C:16]=2[CH:18]=1. (10) Given the reactants [Br:1][C:2]1[N:7]=[C:6]([C:8](O)=O)[CH:5]=[CH:4][CH:3]=1.[C:11]1([NH2:18])[C:12]([NH2:17])=[CH:13][CH:14]=[CH:15][CH:16]=1, predict the reaction product. The product is: [Br:1][C:2]1[N:7]=[C:6]([C:8]2[NH:18][C:11]3[CH:16]=[CH:15][CH:14]=[CH:13][C:12]=3[N:17]=2)[CH:5]=[CH:4][CH:3]=1.